Dataset: NCI-60 drug combinations with 297,098 pairs across 59 cell lines. Task: Regression. Given two drug SMILES strings and cell line genomic features, predict the synergy score measuring deviation from expected non-interaction effect. (1) Drug 1: C1C(C(OC1N2C=NC3=C(N=C(N=C32)Cl)N)CO)O. Drug 2: C(CCl)NC(=O)N(CCCl)N=O. Cell line: RPMI-8226. Synergy scores: CSS=12.6, Synergy_ZIP=-5.82, Synergy_Bliss=-7.86, Synergy_Loewe=-3.24, Synergy_HSA=-4.35. (2) Drug 1: CN1C2=C(C=C(C=C2)N(CCCl)CCCl)N=C1CCCC(=O)O.Cl. Drug 2: CC1CCC2CC(C(=CC=CC=CC(CC(C(=O)C(C(C(=CC(C(=O)CC(OC(=O)C3CCCCN3C(=O)C(=O)C1(O2)O)C(C)CC4CCC(C(C4)OC)O)C)C)O)OC)C)C)C)OC. Cell line: MALME-3M. Synergy scores: CSS=2.14, Synergy_ZIP=3.49, Synergy_Bliss=-4.59, Synergy_Loewe=-0.722, Synergy_HSA=-4.04.